This data is from Peptide-MHC class I binding affinity with 185,985 pairs from IEDB/IMGT. The task is: Regression. Given a peptide amino acid sequence and an MHC pseudo amino acid sequence, predict their binding affinity value. This is MHC class I binding data. The peptide sequence is MVINGEQGT. The MHC is HLA-B57:01 with pseudo-sequence HLA-B57:01. The binding affinity (normalized) is 0.0847.